Dataset: P-glycoprotein inhibition data for predicting drug efflux from Broccatelli et al.. Task: Regression/Classification. Given a drug SMILES string, predict its absorption, distribution, metabolism, or excretion properties. Task type varies by dataset: regression for continuous measurements (e.g., permeability, clearance, half-life) or binary classification for categorical outcomes (e.g., BBB penetration, CYP inhibition). Dataset: pgp_broccatelli. The molecule is C(#CCN1CCCC1)CN1CCCC1. The result is 0 (non-inhibitor).